Task: Binary Classification. Given a T-cell receptor sequence (or CDR3 region) and an epitope sequence, predict whether binding occurs between them.. Dataset: TCR-epitope binding with 47,182 pairs between 192 epitopes and 23,139 TCRs The epitope is LPRRSGAAGA. The TCR CDR3 sequence is CASSSERTDGASGANVLTF. Result: 1 (the TCR binds to the epitope).